This data is from Peptide-MHC class I binding affinity with 185,985 pairs from IEDB/IMGT. The task is: Regression. Given a peptide amino acid sequence and an MHC pseudo amino acid sequence, predict their binding affinity value. This is MHC class I binding data. (1) The peptide sequence is ECYVQRFFLR. The MHC is HLA-A33:01 with pseudo-sequence HLA-A33:01. The binding affinity (normalized) is 0.648. (2) The peptide sequence is GRQEKNPAL. The MHC is HLA-B18:01 with pseudo-sequence HLA-B18:01. The binding affinity (normalized) is 0.0847. (3) The peptide sequence is IEAKINVAD. The MHC is HLA-A02:12 with pseudo-sequence HLA-A02:12. The binding affinity (normalized) is 0.0847. (4) The peptide sequence is AELLPDTTYL. The binding affinity (normalized) is 0.344. The MHC is HLA-B44:03 with pseudo-sequence HLA-B44:03. (5) The peptide sequence is QAISPRTLNAW. The MHC is HLA-B18:01 with pseudo-sequence HLA-B18:01. The binding affinity (normalized) is 0. (6) The peptide sequence is RPQLGVGDV. The MHC is HLA-B58:01 with pseudo-sequence HLA-B58:01. The binding affinity (normalized) is 0.0847. (7) The peptide sequence is VPPTNSINK. The MHC is HLA-A11:01 with pseudo-sequence HLA-A11:01. The binding affinity (normalized) is 0.0847. (8) The peptide sequence is IPRLLRTFL. The MHC is HLA-B51:01 with pseudo-sequence HLA-B51:01. The binding affinity (normalized) is 0.255. (9) The peptide sequence is IENATFFIF. The MHC is HLA-B18:01 with pseudo-sequence HLA-B18:01. The binding affinity (normalized) is 1.00. (10) The peptide sequence is AAVKNWMTQT. The MHC is Mamu-A2201 with pseudo-sequence Mamu-A2201. The binding affinity (normalized) is 0.